From a dataset of Forward reaction prediction with 1.9M reactions from USPTO patents (1976-2016). Predict the product of the given reaction. (1) Given the reactants C(C1C(=O)C(Cl)=C(Cl)C(=O)C=1C#N)#N.[Br:15][C:16]1[CH:28]=[C:27]2[C:19]([C:20]3[CH2:21][CH:22]([C:29]([O:31][CH2:32][CH3:33])=[O:30])[CH2:23][CH2:24][C:25]=3[NH:26]2)=[C:18]([C:34](=[O:36])[NH2:35])[CH:17]=1, predict the reaction product. The product is: [Br:15][C:16]1[CH:28]=[C:27]2[C:19]([C:20]3[CH:21]=[C:22]([C:29]([O:31][CH2:32][CH3:33])=[O:30])[CH:23]=[CH:24][C:25]=3[NH:26]2)=[C:18]([C:34](=[O:36])[NH2:35])[CH:17]=1. (2) Given the reactants Cl[C:2]1[C:7]([F:8])=[CH:6][CH:5]=[C:4]([CH3:9])[N:3]=1.[CH3:10][C:11]([CH3:15])([CH3:14])[CH2:12][NH2:13], predict the reaction product. The product is: [CH3:10][C:11]([CH3:15])([CH3:14])[CH2:12][NH:13][C:2]1[C:7]([F:8])=[CH:6][CH:5]=[C:4]([CH3:9])[N:3]=1. (3) Given the reactants C(OC([N:8]1[CH2:13][CH2:12][CH:11]([C:14]2[N:18]=[C:17]([C:19]3[S:20][CH:21]=[CH:22][N:23]=3)[NH:16][N:15]=2)[CH2:10][CH2:9]1)=O)(C)(C)C.[ClH:24].CO, predict the reaction product. The product is: [ClH:24].[S:20]1[CH:21]=[CH:22][N:23]=[C:19]1[C:17]1[NH:16][N:15]=[C:14]([CH:11]2[CH2:12][CH2:13][NH:8][CH2:9][CH2:10]2)[N:18]=1. (4) Given the reactants C(#N)C.Br.[CH2:5]([O:7][C:8]([CH:10]1[CH2:19][CH2:18][C:13]2[N:14]=[C:15]([NH2:17])[S:16][C:12]=2[CH2:11]1)=[O:9])[CH3:6].[C:20](OC(=O)C)(=[O:22])[CH3:21], predict the reaction product. The product is: [CH2:5]([O:7][C:8]([CH:10]1[CH2:19][CH2:18][C:13]2[N:14]=[C:15]([NH:17][C:20](=[O:22])[CH3:21])[S:16][C:12]=2[CH2:11]1)=[O:9])[CH3:6].